From a dataset of Full USPTO retrosynthesis dataset with 1.9M reactions from patents (1976-2016). Predict the reactants needed to synthesize the given product. Given the product [Br:10][C:4]1[CH:3]=[C:2]([N:1]2[CH:23]3[C:18]([CH2:19][CH2:20][CH2:21][CH2:22]3)=[C:13]([CH2:12][C:11]([OH:16])=[O:17])[C:14]2=[O:15])[CH:9]=[CH:8][C:5]=1[C:6]#[N:7], predict the reactants needed to synthesize it. The reactants are: [NH2:1][C:2]1[CH:9]=[CH:8][C:5]([C:6]#[N:7])=[C:4]([Br:10])[CH:3]=1.[C:11]1(=[O:17])[O:16][C:14](=[O:15])[CH:13]=[CH:12]1.[C:18]1(=O)[CH2:23][CH2:22][CH2:21][CH2:20][CH2:19]1.